Dataset: Catalyst prediction with 721,799 reactions and 888 catalyst types from USPTO. Task: Predict which catalyst facilitates the given reaction. (1) Reactant: [C:1]([O:5][C:6]([N:8]1[CH2:13][CH2:12][CH:11]([C:14]2[N:15]([CH2:20][CH2:21]OS(C)(=O)=O)[CH:16]=[C:17]([Br:19])[N:18]=2)[CH2:10][CH2:9]1)=[O:7])([CH3:4])([CH3:3])[CH3:2].[CH3:27][NH:28][CH3:29]. Product: [C:1]([O:5][C:6]([N:8]1[CH2:13][CH2:12][CH:11]([C:14]2[N:15]([CH2:20][CH2:21][N:28]([CH3:29])[CH3:27])[CH:16]=[C:17]([Br:19])[N:18]=2)[CH2:10][CH2:9]1)=[O:7])([CH3:4])([CH3:3])[CH3:2]. The catalyst class is: 10. (2) Reactant: [O:1]=[C:2]1[CH2:11][CH2:10][C:9]2[CH:8]=[C:7]([CH2:12][C:13]([O:15][CH2:16][CH3:17])=[O:14])[CH:6]=[CH:5][C:4]=2[CH2:3]1.[CH2:18](O)[CH2:19][OH:20].CC1C=CC(S(O)(=O)=O)=CC=1. Product: [CH2:3]1[C:4]2[C:9](=[CH:8][C:7]([CH2:12][C:13]([O:15][CH2:16][CH3:17])=[O:14])=[CH:6][CH:5]=2)[CH2:10][CH2:11][C:2]21[O:20][CH2:19][CH2:18][O:1]2. The catalyst class is: 48. (3) Reactant: Cl[C:2]1[N:7]=[C:6]([O:8][C:9]2[C:18]3[C:13](=[CH:14][CH:15]=[CH:16][CH:17]=3)[C:12]([NH:19][C:20]([NH:22][C:23]3[N:27]([C:28]4[CH:33]=[CH:32][CH:31]=[C:30]([CH2:34][P:35]([CH3:38])([CH3:37])=[O:36])[CH:29]=4)[N:26]=[C:25]([CH:39]([CH3:41])[CH3:40])[CH:24]=3)=[O:21])=[CH:11][CH:10]=2)[CH:5]=[CH:4][N:3]=1.[CH3:42][O:43][CH2:44][CH2:45][O:46][CH2:47][CH2:48][O:49][CH2:50][CH2:51][O:52][CH2:53][CH2:54][O:55][C:56]1[CH:57]=[C:58]([CH:60]=[C:61]([O:63][CH3:64])[CH:62]=1)[NH2:59]. Product: [CH3:42][O:43][CH2:44][CH2:45][O:46][CH2:47][CH2:48][O:49][CH2:50][CH2:51][O:52][CH2:53][CH2:54][O:55][C:56]1[CH:57]=[C:58]([NH:59][C:2]2[N:7]=[C:6]([O:8][C:9]3[C:18]4[C:13](=[CH:14][CH:15]=[CH:16][CH:17]=4)[C:12]([NH:19][C:20]([NH:22][C:23]4[N:27]([C:28]5[CH:33]=[CH:32][CH:31]=[C:30]([CH2:34][P:35]([CH3:38])([CH3:37])=[O:36])[CH:29]=5)[N:26]=[C:25]([CH:39]([CH3:41])[CH3:40])[CH:24]=4)=[O:21])=[CH:11][CH:10]=3)[CH:5]=[CH:4][N:3]=2)[CH:60]=[C:61]([O:63][CH3:64])[CH:62]=1. The catalyst class is: 118. (4) Reactant: [CH2:1]([N:8]1[CH:12]=[N:11][C:10]([C:13]([OH:15])=O)=[N:9]1)[C:2]1[CH:7]=[CH:6][CH:5]=[CH:4][CH:3]=1.[CH:16]1([NH2:22])[CH2:21][CH2:20][CH2:19][CH2:18][CH2:17]1.C(N(CC)C(C)C)(C)C.CN(C(ON1N=NC2C=CC=CC1=2)=[N+](C)C)C.F[P-](F)(F)(F)(F)F.Cl. Product: [CH:16]1([NH:22][C:13]([C:10]2[N:11]=[CH:12][N:8]([CH2:1][C:2]3[CH:3]=[CH:4][CH:5]=[CH:6][CH:7]=3)[N:9]=2)=[O:15])[CH2:21][CH2:20][CH2:19][CH2:18][CH2:17]1. The catalyst class is: 3. (5) Reactant: Br[C:2]1[CH:7]=[CH:6][C:5]([C:8](=[C:16]2[CH2:21][C:20]([CH3:23])([CH3:22])[O:19][C:18]([CH3:25])([CH3:24])[CH2:17]2)[C:9]2[CH:14]=[CH:13][C:12]([OH:15])=[CH:11][CH:10]=2)=[CH:4][CH:3]=1.[CH3:26][C:27](=[CH2:35])[C:28]([O:30][C:31]([CH3:34])([CH3:33])[CH3:32])=[O:29]. Product: [OH:15][C:12]1[CH:13]=[CH:14][C:9]([C:8](=[C:16]2[CH2:21][C:20]([CH3:23])([CH3:22])[O:19][C:18]([CH3:24])([CH3:25])[CH2:17]2)[C:5]2[CH:6]=[CH:7][C:2](/[CH:26]=[C:27](\[CH3:35])/[C:28]([O:30][C:31]([CH3:34])([CH3:33])[CH3:32])=[O:29])=[CH:3][CH:4]=2)=[CH:10][CH:11]=1. The catalyst class is: 235.